Dataset: Forward reaction prediction with 1.9M reactions from USPTO patents (1976-2016). Task: Predict the product of the given reaction. (1) Given the reactants [CH2:1]([O:3][C:4](=[O:15])[C:5]1[CH:10]=[C:9]([F:11])[C:8](F)=[C:7]([Cl:13])[C:6]=1[F:14])[CH3:2].C(N(CC)CC)C.[C:23]([O:27][C:28](=[O:35])[NH:29][C@H:30]1[CH2:34][CH2:33][NH:32][CH2:31]1)([CH3:26])([CH3:25])[CH3:24], predict the reaction product. The product is: [CH2:1]([O:3][C:4](=[O:15])[C:5]1[CH:10]=[C:9]([F:11])[C:8]([N:32]2[CH2:33][CH2:34][C@H:30]([NH:29][C:28]([O:27][C:23]([CH3:26])([CH3:25])[CH3:24])=[O:35])[CH2:31]2)=[C:7]([Cl:13])[C:6]=1[F:14])[CH3:2]. (2) Given the reactants [F:1][C:2]1[CH:3]=[C:4]([C:9]2[O:10][C:11]3[CH:16]=[C:15]([O:17][CH2:18][C@@H:19]([NH:21][C:22](=[O:24])[CH3:23])[CH3:20])[N:14]=[CH:13][C:12]=3[N:25]=2)[CH:5]=[CH:6][C:7]=1[OH:8].CC1C=CC(S(O[CH2:37][CH2:38][CH:39]([OH:41])[CH3:40])(=O)=O)=CC=1, predict the reaction product. The product is: [F:1][C:2]1[CH:3]=[C:4]([C:9]2[O:10][C:11]3[CH:16]=[C:15]([O:17][CH2:18][C@@H:19]([NH:21][C:22](=[O:24])[CH3:23])[CH3:20])[N:14]=[CH:13][C:12]=3[N:25]=2)[CH:5]=[CH:6][C:7]=1[O:8][CH2:37][CH2:38][CH:39]([OH:41])[CH3:40]. (3) The product is: [C:12]([O:16][C:17]([N:19]1[CH2:24][CH2:23][CH:22]([N:25]2[C:29]3[N:30]=[CH:31][N:32]=[C:33]([NH2:34])[C:28]=3[C:27]([C:35](=[O:43])[C:36]3[CH:41]=[CH:40][CH:39]=[C:38]([NH:42][C:10]([NH:9][C:4]4[CH:3]=[C:2]([Cl:1])[CH:7]=[C:6]([Cl:8])[CH:5]=4)=[O:11])[CH:37]=3)=[CH:26]2)[CH2:21][CH2:20]1)=[O:18])([CH3:15])([CH3:13])[CH3:14]. Given the reactants [Cl:1][C:2]1[CH:3]=[C:4]([N:9]=[C:10]=[O:11])[CH:5]=[C:6]([Cl:8])[CH:7]=1.[C:12]([O:16][C:17]([N:19]1[CH2:24][CH2:23][CH:22]([N:25]2[C:29]3[N:30]=[CH:31][N:32]=[C:33]([NH2:34])[C:28]=3[C:27]([C:35](=[O:43])[C:36]3[CH:41]=[CH:40][CH:39]=[C:38]([NH2:42])[CH:37]=3)=[CH:26]2)[CH2:21][CH2:20]1)=[O:18])([CH3:15])([CH3:14])[CH3:13], predict the reaction product. (4) Given the reactants [C:1]([C:3]1[CH:8]=[CH:7][C:6]([S:9](Cl)(=[O:11])=[O:10])=[CH:5][CH:4]=1)#[N:2].[CH3:13][NH:14][CH2:15][CH2:16][OH:17].C(N(CC)CC)C, predict the reaction product. The product is: [C:1]([C:3]1[CH:8]=[CH:7][C:6]([S:9]([N:14]([CH3:13])[CH2:15][CH:16]=[O:17])(=[O:11])=[O:10])=[CH:5][CH:4]=1)#[N:2]. (5) Given the reactants [O:1]1[CH2:6][CH2:5][CH2:4][O:3][CH:2]1[C:7]1[S:11][C:10]([C:12](O)=[O:13])=[CH:9][C:8]=1[F:15].[NH3:16], predict the reaction product. The product is: [O:1]1[CH2:6][CH2:5][CH2:4][O:3][CH:2]1[C:7]1[S:11][C:10]([C:12]([NH2:16])=[O:13])=[CH:9][C:8]=1[F:15]. (6) The product is: [CH3:44][O:43][C:17]1[CH:16]=[C:15]([CH2:14][N:11]2[CH2:12][CH2:13][NH:8][CH2:9][CH2:10]2)[CH:20]=[CH:19][C:18]=1[NH:21][C:22]1[N:27]=[CH:26][C:25]2=[CH:28][CH:29]=[C:30]([C:31]3[CH:36]=[CH:35][CH:34]=[CH:33][C:32]=3[N:37]([CH3:38])[S:39]([CH3:42])(=[O:41])=[O:40])[N:24]2[N:23]=1. Given the reactants C(OC([N:8]1[CH2:13][CH2:12][N:11]([CH2:14][C:15]2[CH:20]=[CH:19][C:18]([NH:21][C:22]3[N:27]=[CH:26][C:25]4=[CH:28][CH:29]=[C:30]([C:31]5[CH:36]=[CH:35][CH:34]=[CH:33][C:32]=5[N:37]([S:39]([CH3:42])(=[O:41])=[O:40])[CH3:38])[N:24]4[N:23]=3)=[C:17]([O:43][CH3:44])[CH:16]=2)[CH2:10][CH2:9]1)=O)(C)(C)C.C(Cl)Cl.FC(F)(F)C(O)=O, predict the reaction product. (7) Given the reactants [CH3:1][N:2]1[C:14]2[CH2:13][CH2:12][CH:11]([CH2:15][N:16]3[CH:20]=[CH:19][N:18]=[C:17]3[CH3:21])[C:10](=[O:22])[C:9]=2[C:8]2[C:3]1=[CH:4][CH:5]=[CH:6][CH:7]=2.[ClH:23], predict the reaction product. The product is: [OH2:22].[OH2:22].[ClH:23].[CH3:1][N:2]1[C:14]2[CH2:13][CH2:12][CH:11]([CH2:15][N:16]3[CH:20]=[CH:19][N:18]=[C:17]3[CH3:21])[C:10](=[O:22])[C:9]=2[C:8]2[C:3]1=[CH:4][CH:5]=[CH:6][CH:7]=2. (8) The product is: [CH:1]1([C:4]2[CH:5]=[C:6]([CH3:30])[C:7]([N:10]3[CH2:11][CH2:12][N:13]([C:16]([C:18]4[N:23]=[CH:22][C:21]([N:24]5[CH2:28][CH2:27][N:26]([CH3:31])[C:25]5=[O:29])=[CH:20][CH:19]=4)=[O:17])[CH2:14][CH2:15]3)=[N:8][CH:9]=2)[CH2:2][CH2:3]1. Given the reactants [CH:1]1([C:4]2[CH:5]=[C:6]([CH3:30])[C:7]([N:10]3[CH2:15][CH2:14][N:13]([C:16]([C:18]4[N:23]=[CH:22][C:21]([N:24]5[CH2:28][CH2:27][NH:26][C:25]5=[O:29])=[CH:20][CH:19]=4)=[O:17])[CH2:12][CH2:11]3)=[N:8][CH:9]=2)[CH2:3][CH2:2]1.[CH3:31]I, predict the reaction product.